Dataset: Catalyst prediction with 721,799 reactions and 888 catalyst types from USPTO. Task: Predict which catalyst facilitates the given reaction. (1) Reactant: [Cl:1][C:2]1[C:7]([F:8])=[CH:6][CH:5]=[C:4]([Cl:9])[C:3]=1[CH:10]([O:12][C:13]1[C:14]([N+:19]([O-])=O)=[N:15][CH:16]=[CH:17][CH:18]=1)[CH3:11].Cl. Product: [Cl:1][C:2]1[C:7]([F:8])=[CH:6][CH:5]=[C:4]([Cl:9])[C:3]=1[CH:10]([O:12][C:13]1[C:14]([NH2:19])=[N:15][CH:16]=[CH:17][CH:18]=1)[CH3:11]. The catalyst class is: 186. (2) Reactant: [CH3:1][C:2]1[CH:11]=[C:10]([NH:12][C:13]2[CH:14]=[C:15]([OH:19])[CH:16]=[CH:17][CH:18]=2)[C:9]2[C:4](=[CH:5][CH:6]=[CH:7][CH:8]=2)[N:3]=1.Br[CH2:21][CH2:22][Cl:23].C(=O)([O-])[O-].[K+].[K+]. Product: [Cl:23][CH2:22][CH2:21][O:19][C:15]1[CH:14]=[C:13]([NH:12][C:10]2[C:9]3[C:4](=[CH:5][CH:6]=[CH:7][CH:8]=3)[N:3]=[C:2]([CH3:1])[CH:11]=2)[CH:18]=[CH:17][CH:16]=1. The catalyst class is: 21. (3) Reactant: O1CCN(CCO[C:10]2[CH:18]=[CH:17][C:13]([C:14](Cl)=[O:15])=[CH:12][CH:11]=2)CC1.[N-:19]=[N+:20]=[N-:21].[Na+]. Product: [C:14]([N:19]=[N+:20]=[N-:21])(=[O:15])[C:13]1[CH:17]=[CH:18][CH:10]=[CH:11][CH:12]=1. The catalyst class is: 95. (4) Reactant: [F:1][C@:2]1([CH3:19])[C@H:6]([OH:7])[C@@H:5]([CH2:8][OH:9])[O:4][C@H:3]1[N:10]1[CH:15]=[CH:14][C:13]([NH:16][OH:17])=[N:12][C:11]1=[O:18].[C:20](Cl)(=[O:28])[CH2:21][CH2:22][CH2:23][CH2:24][CH2:25][CH2:26][CH3:27]. Product: [F:1][C@:2]1([CH3:19])[C@H:6]([OH:7])[C@@H:5]([CH2:8][OH:9])[O:4][C@H:3]1[N:10]1[CH:15]=[CH:14][C:13]([NH:16][O:17][C:20](=[O:28])[CH2:21][CH2:22][CH2:23][CH2:24][CH2:25][CH2:26][CH3:27])=[N:12][C:11]1=[O:18]. The catalyst class is: 17. (5) Reactant: C1(C)C=C(C)C=C(C)C=1S(O[NH2:13])(=O)=O.[C:15]([SiH2:19][O:20][C:21]([C:37]1[CH:42]=[CH:41][CH:40]=[CH:39][CH:38]=1)([C:31]1[CH:36]=[CH:35][CH:34]=[CH:33][CH:32]=1)[C:22]1[CH:27]=[CH:26][N:25]=[C:24]([C:28]#[C:29][CH3:30])[CH:23]=1)([CH3:18])([CH3:17])[CH3:16].C(=O)([O-])[O-].[K+].[K+]. Product: [C:15]([SiH2:19][O:20][C:21]([C:31]1[CH:36]=[CH:35][CH:34]=[CH:33][CH:32]=1)([C:37]1[CH:38]=[CH:39][CH:40]=[CH:41][CH:42]=1)[C:22]1[CH:27]=[CH:26][N:25]2[N:13]=[C:29]([CH3:30])[CH:28]=[C:24]2[CH:23]=1)([CH3:16])([CH3:17])[CH3:18]. The catalyst class is: 146.